Task: Predict the reaction yield, written as a fraction of the theoretical maximum amount of product (1.0 means a 100% yield; for example, 0.34 means a 34% yield).. Dataset: Reaction yield outcomes from USPTO patents with 853,638 reactions (1) The reactants are CO[C:3](=[O:24])[C:4]1[CH:9]=[CH:8][C:7]([O:10][CH2:11][C:12]2[C:13]([C:18]3[CH:23]=[CH:22][CH:21]=[CH:20][CH:19]=3)=[N:14][O:15][C:16]=2[CH3:17])=[N:6][CH:5]=1.[NH:25]1[CH2:29][CH2:28][CH:27]([OH:30])[CH2:26]1. No catalyst specified. The product is [OH:30][CH:27]1[CH2:28][CH2:29][N:25]([C:3]([C:4]2[CH:5]=[N:6][C:7]([O:10][CH2:11][C:12]3[C:13]([C:18]4[CH:19]=[CH:20][CH:21]=[CH:22][CH:23]=4)=[N:14][O:15][C:16]=3[CH3:17])=[CH:8][CH:9]=2)=[O:24])[CH2:26]1. The yield is 0.870. (2) The reactants are [Br:1][C:2]1[CH:7]=[C:6]([Cl:8])[CH:5]=[C:4]([N+:9]([O-])=O)[C:3]=1[NH2:12].O.O.Cl[Sn]Cl.C([O-])([O-])=O.[Na+].[Na+]. The catalyst is C(OCC)(=O)C. The product is [Br:1][C:2]1[CH:7]=[C:6]([Cl:8])[CH:5]=[C:4]([NH2:9])[C:3]=1[NH2:12]. The yield is 0.970. (3) The reactants are [O:1]=[C:2]1[CH2:7][CH2:6][CH:5]([N:8]2[C:13](=[O:14])[C:12]([CH2:15][C:16]3[CH:21]=[CH:20][C:19]([C:22]4[CH:27]=[CH:26][CH:25]=[CH:24][C:23]=4[C:28]4[NH:32][C:31](=[O:33])[O:30][N:29]=4)=[CH:18][CH:17]=3)=[C:11]([CH2:34][CH2:35][CH3:36])[N:10]3[N:37]=[CH:38][N:39]=[C:9]23)[CH2:4][CH2:3]1.C[Si](C)(C)O[CH2:43][C:44]([O:46][Si](C)(C)C)=[O:45].FC(F)(F)S(O[Si](C(C)(C)C)(C)C)(=O)=O.C(Cl)Cl. The catalyst is C(OCC)(=O)C. The product is [O:33]=[C:31]1[O:30][N:29]=[C:28]([C:23]2[CH:24]=[CH:25][CH:26]=[CH:27][C:22]=2[C:19]2[CH:18]=[CH:17][C:16]([CH2:15][C:12]3[C:13](=[O:14])[N:8]([CH:5]4[CH2:6][CH2:7][C:2]5([O:46][C:44](=[O:45])[CH2:43][O:1]5)[CH2:3][CH2:4]4)[C:9]4[N:10]([N:37]=[CH:38][N:39]=4)[C:11]=3[CH2:34][CH2:35][CH3:36])=[CH:21][CH:20]=2)[NH:32]1. The yield is 0.260. (4) The reactants are C([O:8][N:9]1[C:15](=[O:16])[N:14]2[CH2:17][C@H:10]1[CH2:11][CH2:12][C@H:13]2[C:18]([NH:20][NH:21][C:22](=[O:26])[CH2:23][O:24][CH3:25])=[O:19])C1C=CC=CC=1. The catalyst is CO.[Pd]. The product is [OH:8][N:9]1[C:15](=[O:16])[N:14]2[CH2:17][C@H:10]1[CH2:11][CH2:12][C@H:13]2[C:18]([NH:20][NH:21][C:22](=[O:26])[CH2:23][O:24][CH3:25])=[O:19]. The yield is 0.900. (5) The reactants are [CH3:1][O:2][C:3]1[CH:4]=[C:5]2[C:10](=[CH:11][CH:12]=1)[CH:9]=[C:8]([C@H:13]([CH3:17])[C:14]([OH:16])=[O:15])[CH:7]=[CH:6]2.O[CH2:19][CH2:20][NH:21][C:22](=[O:28])[O:23][C:24]([CH3:27])([CH3:26])[CH3:25].C1(N=C=NC2CCCCC2)CCCCC1. The catalyst is C(Cl)Cl. The product is [CH3:1][O:2][C:3]1[CH:4]=[C:5]2[C:10](=[CH:11][CH:12]=1)[CH:9]=[C:8]([C@H:13]([CH3:17])[C:14]([O:16][CH2:19][CH2:20][NH:21][C:22]([O:23][C:24]([CH3:27])([CH3:26])[CH3:25])=[O:28])=[O:15])[CH:7]=[CH:6]2. The yield is 0.820. (6) The reactants are [CH3:1][C:2]1[CH:3]=[C:4]([C:9]2[N:10]=[C:11]([NH2:20])[S:12][C:13]=2[C:14]2[CH:19]=[CH:18][N:17]=[CH:16][CH:15]=2)[CH:5]=[C:6]([CH3:8])[CH:7]=1.[C:21](Cl)(=[O:24])[CH2:22][CH3:23].C(=O)([O-])O.[Na+]. The catalyst is CN(C)C1C=CN=CC=1.CN(C)C(=O)C. The product is [CH3:1][C:2]1[CH:3]=[C:4]([C:9]2[N:10]=[C:11]([NH:20][C:21](=[O:24])[CH2:22][CH3:23])[S:12][C:13]=2[C:14]2[CH:19]=[CH:18][N:17]=[CH:16][CH:15]=2)[CH:5]=[C:6]([CH3:8])[CH:7]=1. The yield is 0.670. (7) The yield is 0.920. The reactants are [H-].[Na+].[Br:3][C:4]1[CH:5]=[C:6]([CH:16]=[CH:17][CH:18]=1)[CH2:7][NH:8][C:9](=[O:15])[O:10][C:11]([CH3:14])([CH3:13])[CH3:12].[CH3:19]I. The catalyst is CN(C=O)C. The product is [Br:3][C:4]1[CH:5]=[C:6]([CH:16]=[CH:17][CH:18]=1)[CH2:7][N:8]([CH3:19])[C:9](=[O:15])[O:10][C:11]([CH3:14])([CH3:13])[CH3:12]. (8) The reactants are [OH:1][CH:2]([C:19]1[CH:20]=[CH:21][C:22]2[O:27][CH2:26][C:25](=[O:28])[N:24]([CH3:29])[C:23]=2[CH:30]=1)[CH2:3][N:4]1[CH2:9][CH:8]=C(C2C3C(=NC=CC=3)NC=2)[CH2:6][CH2:5]1.CN1C2C=C(C(=O)CN3CC[N:47]([C:50]4[CH:59]=[CH:58][CH:57]=[C:56]5[C:51]=4[CH:52]=[CH:53][C:54]([CH3:60])=[N:55]5)CC3)C=CC=2OC(=O)C1. No catalyst specified. The product is [OH:1][CH:2]([C:19]1[CH:20]=[CH:21][C:22]2[O:27][CH2:26][C:25](=[O:28])[N:24]([CH3:29])[C:23]=2[CH:30]=1)[CH2:3][N:4]1[CH2:5][CH2:6][N:47]([C:50]2[CH:59]=[CH:58][CH:57]=[C:56]3[C:51]=2[CH:52]=[CH:53][C:54]([CH3:60])=[N:55]3)[CH2:8][CH2:9]1. The yield is 0.530. (9) The reactants are [Cl:1][C:2]1[CH:10]=[C:9]2[C:5]([CH:6]=[CH:7][NH:8]2)=[CH:4][C:3]=1B1OCC(C)(C)CO1.[C:19](=O)([O-])[O-:20].[K+].[K+].Br[C:26]1[CH:27]=[N:28][C:29]([N:32]2[CH2:37][CH2:36][O:35][CH2:34][CH2:33]2)=[N:30][CH:31]=1. The catalyst is O1CCOCC1.CN(C=O)C.C1C=CC(P(C2C=CC=CC=2)[C-]2C=CC=C2)=CC=1.C1C=CC(P(C2C=CC=CC=2)[C-]2C=CC=C2)=CC=1.Cl[Pd]Cl.[Fe+2]. The product is [Cl:1][C:2]1[CH:10]=[C:9]2[C:5]([C:6]([CH:19]=[O:20])=[CH:7][NH:8]2)=[CH:4][C:3]=1[C:26]1[CH:27]=[N:28][C:29]([N:32]2[CH2:37][CH2:36][O:35][CH2:34][CH2:33]2)=[N:30][CH:31]=1. The yield is 0.794.